Task: Predict the reactants needed to synthesize the given product.. Dataset: Retrosynthesis with 50K atom-mapped reactions and 10 reaction types from USPTO (1) Given the product Nc1ccc(C2CC2)cc1NC1CCN(C2CCOCC2)CC1, predict the reactants needed to synthesize it. The reactants are: O=[N+]([O-])c1ccc(C2CC2)cc1NC1CCN(C2CCOCC2)CC1. (2) Given the product CC(C)(C)[Si](C)(C)OC1(CCCNc2c([N+](=O)[O-])cnc3ccccc23)CCCCC1, predict the reactants needed to synthesize it. The reactants are: CC(C)(C)[Si](C)(C)OC1(CCCN)CCCCC1.O=[N+]([O-])c1cnc2ccccc2c1Cl. (3) Given the product COC(=O)c1ccc(CN(C)C)c(C(F)(F)F)c1, predict the reactants needed to synthesize it. The reactants are: CNC.COC(=O)c1ccc(CBr)c(C(F)(F)F)c1. (4) Given the product CS(=O)(=O)c1ccc(-c2ccc(F)c(F)c2)c(C(=O)O)c1, predict the reactants needed to synthesize it. The reactants are: CS(=O)(=O)c1ccc(I)c(C(=O)O)c1.OB(O)c1ccc(F)c(F)c1.